Dataset: Full USPTO retrosynthesis dataset with 1.9M reactions from patents (1976-2016). Task: Predict the reactants needed to synthesize the given product. (1) Given the product [OH:1][CH2:2][C:3]([CH3:9])([CH3:8])[C:4]([NH:14][CH2:13][CH2:12][O:11][CH3:10])=[O:6], predict the reactants needed to synthesize it. The reactants are: [OH:1][CH2:2][C:3]([CH3:9])([CH3:8])[C:4]([O:6]C)=O.[CH3:10][O:11][CH2:12][CH2:13][NH2:14]. (2) The reactants are: C1(C(C2C=CC=CC=2)[N:8]2[C:16]3[C:11](=[CH:12][CH:13]=[CH:14][CH:15]=3)[C:10]3([C:20]4[CH:21]=[CH:22][C:23]([O:25][CH3:26])=[CH:24][C:19]=4[O:18][CH2:17]3)[C:9]2=[O:27])C=CC=CC=1.C1(C(C2C=CC=CC=2)N2C3C(=CC=CC=3)C3(C4C=C(C)C(OC)=CC=4OC3)C2=O)C=CC=CC=1. Given the product [CH3:26][O:25][C:23]1[CH:22]=[CH:21][C:20]2[C:10]3([CH2:17][O:18][C:19]=2[CH:24]=1)[C:11]1[C:16](=[CH:15][CH:14]=[CH:13][CH:12]=1)[NH:8][C:9]3=[O:27], predict the reactants needed to synthesize it.